This data is from Catalyst prediction with 721,799 reactions and 888 catalyst types from USPTO. The task is: Predict which catalyst facilitates the given reaction. (1) Reactant: Cl[C:2]1[C:7]2[CH:8]=[CH:9][O:10][C:6]=2[CH:5]=[CH:4][N:3]=1.Cl.[CH2:12]([NH2:14])[CH3:13].CCN(C(C)C)C(C)C.C(=O)(O)[O-].[Na+]. Product: [CH2:12]([NH:14][C:2]1[C:7]2[CH:8]=[CH:9][O:10][C:6]=2[CH:5]=[CH:4][N:3]=1)[CH3:13]. The catalyst class is: 41. (2) Reactant: [C:1]([O:5][C:6]([N:8]1[CH2:13][CH2:12][O:11][CH2:10][CH:9]1[C:14]([OH:16])=O)=[O:7])([CH3:4])([CH3:3])[CH3:2].[N:17]1C=CC=CC=1. Product: [NH2:17][C:14]([CH:9]1[CH2:10][O:11][CH2:12][CH2:13][N:8]1[C:6]([O:5][C:1]([CH3:4])([CH3:3])[CH3:2])=[O:7])=[O:16]. The catalyst class is: 12. (3) Reactant: [CH2:1]([C:3]1[NH:7][N:6]=[C:5]([CH:8]([OH:10])[CH3:9])[C:4]=1[O:11][C:12]1[CH:13]=[C:14]([C:20]#[N:21])[CH:15]=[C:16]([CH:19]=1)[C:17]#[N:18])[CH3:2].Br[CH2:23][CH2:24][O:25][CH:26]1[CH2:31][CH2:30][CH2:29][CH2:28][O:27]1.[H-].[Na+]. Product: [CH2:1]([C:3]1[N:7]([CH2:23][CH2:24][O:25][CH:26]2[CH2:31][CH2:30][CH2:29][CH2:28][O:27]2)[N:6]=[C:5]([CH:8]([OH:10])[CH3:9])[C:4]=1[O:11][C:12]1[CH:19]=[C:16]([C:17]#[N:18])[CH:15]=[C:14]([CH:13]=1)[C:20]#[N:21])[CH3:2]. The catalyst class is: 9. (4) Reactant: ClC(Cl)(O[C:5](=[O:11])OC(Cl)(Cl)Cl)Cl.[C:13]([O:17][C:18]([N:20]1[CH2:23][CH:22]([CH2:24][NH:25][C:26]2[N:31]=[C:30]([C:32]3[CH:37]=[CH:36][C:35]([NH2:38])=[CH:34][CH:33]=3)[N:29]=[C:28]([N:39]3[CH2:44][CH2:43][O:42][CH2:41][CH2:40]3)[N:27]=2)[CH2:21]1)=[O:19])([CH3:16])([CH3:15])[CH3:14].[NH2:45][C:46]1[CH:51]=[CH:50][N:49]=[CH:48][CH:47]=1.CCN(CC)CC. Product: [C:13]([O:17][C:18]([N:20]1[CH2:23][CH:22]([CH2:24][NH:25][C:26]2[N:27]=[C:28]([N:39]3[CH2:44][CH2:43][O:42][CH2:41][CH2:40]3)[N:29]=[C:30]([C:32]3[CH:37]=[CH:36][C:35]([NH:38][C:5]([NH:45][C:46]4[CH:51]=[CH:50][N:49]=[CH:48][CH:47]=4)=[O:11])=[CH:34][CH:33]=3)[N:31]=2)[CH2:21]1)=[O:19])([CH3:16])([CH3:14])[CH3:15]. The catalyst class is: 2. (5) Reactant: Cl.[F:2][C:3]([F:16])([F:15])[C:4]1([C:10]([O:12][CH2:13][CH3:14])=[O:11])[CH2:9][CH2:8][NH:7][CH2:6][CH2:5]1.CCN(C(C)C)C(C)C.Cl[C:27]1[N:32]=[CH:31][C:30]([C:33]2[CH:34]=[C:35]([C:48]3[CH:53]=[CH:52][CH:51]=[CH:50][N:49]=3)[C:36]3[S:40][C:39]([NH:41][C:42]([NH:44][CH2:45][CH3:46])=[O:43])=[N:38][C:37]=3[CH:47]=2)=[CH:29][N:28]=1. Product: [CH2:45]([NH:44][C:42](=[O:43])[NH:41][C:39]1[S:40][C:36]2[C:35]([C:48]3[CH:53]=[CH:52][CH:51]=[CH:50][N:49]=3)=[CH:34][C:33]([C:30]3[CH:31]=[N:32][C:27]([N:7]4[CH2:6][CH2:5][C:4]([C:3]([F:2])([F:15])[F:16])([C:10]([O:12][CH2:13][CH3:14])=[O:11])[CH2:9][CH2:8]4)=[N:28][CH:29]=3)=[CH:47][C:37]=2[N:38]=1)[CH3:46]. The catalyst class is: 44.